From a dataset of Full USPTO retrosynthesis dataset with 1.9M reactions from patents (1976-2016). Predict the reactants needed to synthesize the given product. (1) The reactants are: NC(C1C=CC2C(=CC=C(OC3C=CC(OC4C=CC=CC=4)=CC=3)C=2)C=1)(CO)CO.[CH2:31]([O:38][C:39]1[CH:64]=[CH:63][C:42]([O:43][C:44]2[CH:45]=[C:46]3[C:51](=[CH:52][CH:53]=2)[CH:50]=[C:49]([C:54]2([NH2:62])[CH2:59][O:58]C(C)(C)[O:56][CH2:55]2)[CH:48]=[CH:47]3)=[CH:41][CH:40]=1)[C:32]1[CH:37]=[CH:36][CH:35]=[CH:34][CH:33]=1. Given the product [NH2:62][C:54]([C:49]1[CH:48]=[CH:47][C:46]2[C:51](=[CH:52][CH:53]=[C:44]([O:43][C:42]3[CH:63]=[CH:64][C:39]([O:38][CH2:31][C:32]4[CH:37]=[CH:36][CH:35]=[CH:34][CH:33]=4)=[CH:40][CH:41]=3)[CH:45]=2)[CH:50]=1)([CH2:55][OH:56])[CH2:59][OH:58], predict the reactants needed to synthesize it. (2) The reactants are: [Cl:1][C:2]1[C:3]([CH2:22]O)=[N:4][CH:5]=[C:6]([C:8]2[CH:9]([CH3:21])[CH2:10][N:11]([C:14]([O:16][C:17]([CH3:20])([CH3:19])[CH3:18])=[O:15])[CH2:12][CH:13]=2)[CH:7]=1.[N:24]1([C:29]2[CH:30]=[C:31]3[C:35](=[CH:36][CH:37]=2)[NH:34][CH:33]=[CH:32]3)[CH:28]=[N:27][CH:26]=[N:25]1. Given the product [Cl:1][C:2]1[C:3]([CH2:22][N:34]2[C:35]3[C:31](=[CH:30][C:29]([N:24]4[CH:28]=[N:27][CH:26]=[N:25]4)=[CH:37][CH:36]=3)[CH:32]=[CH:33]2)=[N:4][CH:5]=[C:6]([C:8]2[CH:9]([CH3:21])[CH2:10][N:11]([C:14]([O:16][C:17]([CH3:20])([CH3:19])[CH3:18])=[O:15])[CH2:12][CH:13]=2)[CH:7]=1, predict the reactants needed to synthesize it. (3) Given the product [C:1]([C:3]1[C:4]([NH:10][N:11]([C:19]([O:21][C:22]([CH3:25])([CH3:24])[CH3:23])=[O:20])[C:12]([O:14][C:15]([CH3:18])([CH3:17])[CH3:16])=[O:13])=[N:5][CH:6]=[CH:7][C:8]=1[C:44]1[CH:43]=[CH:42][C:41]([NH:40][C:38]([NH:37][C:28]2[CH:29]=[C:30]([C:33]([F:34])([F:36])[F:35])[CH:31]=[CH:32][C:27]=2[F:26])=[O:39])=[CH:46][CH:45]=1)#[N:2], predict the reactants needed to synthesize it. The reactants are: [C:1]([C:3]1[C:4]([NH:10][N:11]([C:19]([O:21][C:22]([CH3:25])([CH3:24])[CH3:23])=[O:20])[C:12]([O:14][C:15]([CH3:18])([CH3:17])[CH3:16])=[O:13])=[N:5][CH:6]=[CH:7][C:8]=1I)#[N:2].[F:26][C:27]1[CH:32]=[CH:31][C:30]([C:33]([F:36])([F:35])[F:34])=[CH:29][C:28]=1[NH:37][C:38]([NH:40][C:41]1[CH:46]=[CH:45][C:44](B2OC(C)(C)C(C)(C)O2)=[CH:43][CH:42]=1)=[O:39].C([O-])(O)=O.[Na+].C(OCC)(=O)C. (4) Given the product [Br:1][C:2]1[CH:10]=[C:6]([C:7]([N:27]=[S@:25]([CH2:24][C:23]([O:22][CH2:20][CH3:21])=[O:34])([C:28]2[CH:33]=[CH:32][CH:31]=[CH:30][CH:29]=2)=[O:26])=[O:9])[CH:5]=[N:4][CH:3]=1, predict the reactants needed to synthesize it. The reactants are: [Br:1][C:2]1[CH:3]=[N:4][CH:5]=[C:6]([CH:10]=1)[C:7]([OH:9])=O.C(N(CC)C(C)C)(C)C.[CH2:20]([O:22][C:23](=[O:34])[CH2:24][S:25]([C:28]1[CH:33]=[CH:32][CH:31]=[CH:30][CH:29]=1)(=[NH:27])=[O:26])[CH3:21].F[P-](F)(F)(F)(F)F.N1(O[P+](N(C)C)(N(C)C)N(C)C)C2C=CC=CC=2N=N1. (5) Given the product [CH:2]([C:4]1[C:5]([NH2:20])=[C:6]([CH:17]([CH3:19])[CH3:18])[C:7]2[O:16][C:11]3=[N:12][CH:13]=[CH:14][CH:15]=[C:10]3[C:8]=2[CH:9]=1)([CH3:3])[CH3:1], predict the reactants needed to synthesize it. The reactants are: [CH2:1]=[C:2]([C:4]1[C:5]([NH2:20])=[C:6]([C:17]([CH3:19])=[CH2:18])[C:7]2[O:16][C:11]3=[N:12][CH:13]=[CH:14][CH:15]=[C:10]3[C:8]=2[CH:9]=1)[CH3:3].[H][H]. (6) Given the product [Br:12][C:7]1([CH2:6][CH2:5][C:4]([OH:13])=[O:3])[CH2:9][C:8]1([Br:10])[Br:11], predict the reactants needed to synthesize it. The reactants are: C([O:3][C:4](=[O:13])[CH2:5][CH2:6][C:7]1([Br:12])[CH2:9][C:8]1([Br:11])[Br:10])C.C(OCC)C. (7) Given the product [C:23]([N:1]1[CH2:7][CH2:6][CH2:5][C@H:2]1[CH2:3][OH:4])([O:22][CH2:21][CH:19]1[C:18]2[C:13](=[CH:14][CH:15]=[CH:16][CH:17]=2)[C:12]2[C:20]1=[CH:8][CH:9]=[CH:10][CH:11]=2)=[O:24], predict the reactants needed to synthesize it. The reactants are: [NH:1]1[CH2:7][CH2:6][CH2:5][C@H:2]1[CH2:3][OH:4].[CH:8]1[C:20]2[CH:19]([CH2:21][O:22][C:23](ON3C(=O)CCC3=O)=[O:24])[C:18]3[C:13](=[CH:14][CH:15]=[CH:16][CH:17]=3)[C:12]=2[CH:11]=[CH:10][CH:9]=1. (8) The reactants are: Cl.[NH2:2][C:3]1[CH:8]=[CH:7][C:6]([N:9]2[C:18]3[CH:17]=[CH:16][C:15]4[CH:19]=[CH:20][CH:21]=[CH:22][C:14]=4[C:13]=3[NH:12][C:11](=[O:23])[C:10]2=[O:24])=[CH:5][CH:4]=1.[N+:25]([C:28]1[CH:33]=[CH:32][CH:31]=[CH:30][C:29]=1[S:34](Cl)(=[O:36])=[O:35])([O-:27])=[O:26]. Given the product [O:23]=[C:11]1[NH:12][C:13]2[C:14]3[CH:22]=[CH:21][CH:20]=[CH:19][C:15]=3[CH:16]=[CH:17][C:18]=2[N:9]([C:6]2[CH:7]=[CH:8][C:3]([NH:2][S:34]([C:29]3[CH:30]=[CH:31][CH:32]=[CH:33][C:28]=3[N+:25]([O-:27])=[O:26])(=[O:35])=[O:36])=[CH:4][CH:5]=2)[C:10]1=[O:24], predict the reactants needed to synthesize it.